From a dataset of NCI-60 drug combinations with 297,098 pairs across 59 cell lines. Regression. Given two drug SMILES strings and cell line genomic features, predict the synergy score measuring deviation from expected non-interaction effect. (1) Drug 1: CCCCCOC(=O)NC1=NC(=O)N(C=C1F)C2C(C(C(O2)C)O)O. Drug 2: C1CCC(C(C1)N)N.C(=O)(C(=O)[O-])[O-].[Pt+4]. Cell line: U251. Synergy scores: CSS=31.3, Synergy_ZIP=-4.76, Synergy_Bliss=-1.89, Synergy_Loewe=-20.8, Synergy_HSA=0.205. (2) Drug 1: C1=NC2=C(N1)C(=S)N=C(N2)N. Drug 2: CC1=C(N=C(N=C1N)C(CC(=O)N)NCC(C(=O)N)N)C(=O)NC(C(C2=CN=CN2)OC3C(C(C(C(O3)CO)O)O)OC4C(C(C(C(O4)CO)O)OC(=O)N)O)C(=O)NC(C)C(C(C)C(=O)NC(C(C)O)C(=O)NCCC5=NC(=CS5)C6=NC(=CS6)C(=O)NCCC[S+](C)C)O. Cell line: RPMI-8226. Synergy scores: CSS=36.6, Synergy_ZIP=4.72, Synergy_Bliss=5.11, Synergy_Loewe=0.916, Synergy_HSA=2.19. (3) Drug 1: COC1=CC(=CC(=C1O)OC)C2C3C(COC3=O)C(C4=CC5=C(C=C24)OCO5)OC6C(C(C7C(O6)COC(O7)C8=CC=CS8)O)O. Drug 2: CN(C)N=NC1=C(NC=N1)C(=O)N. Cell line: HL-60(TB). Synergy scores: CSS=83.3, Synergy_ZIP=17.9, Synergy_Bliss=16.8, Synergy_Loewe=0.321, Synergy_HSA=20.0. (4) Drug 1: CC(C1=C(C=CC(=C1Cl)F)Cl)OC2=C(N=CC(=C2)C3=CN(N=C3)C4CCNCC4)N. Drug 2: COC1=C2C(=CC3=C1OC=C3)C=CC(=O)O2. Cell line: HCT-15. Synergy scores: CSS=2.39, Synergy_ZIP=1.06, Synergy_Bliss=1.25, Synergy_Loewe=-3.15, Synergy_HSA=-0.910. (5) Drug 1: C1=NC(=NC(=O)N1C2C(C(C(O2)CO)O)O)N. Drug 2: CC1=C(C(=O)C2=C(C1=O)N3CC4C(C3(C2COC(=O)N)OC)N4)N. Cell line: HOP-92. Synergy scores: CSS=11.3, Synergy_ZIP=-3.97, Synergy_Bliss=4.40, Synergy_Loewe=-4.11, Synergy_HSA=0.339. (6) Drug 1: C1=CN(C(=O)N=C1N)C2C(C(C(O2)CO)O)O.Cl. Synergy scores: CSS=14.7, Synergy_ZIP=-0.999, Synergy_Bliss=1.59, Synergy_Loewe=-3.38, Synergy_HSA=0.784. Cell line: UO-31. Drug 2: CC(C)(C#N)C1=CC(=CC(=C1)CN2C=NC=N2)C(C)(C)C#N.